Predict the reaction yield, written as a fraction of the theoretical maximum amount of product (1.0 means a 100% yield; for example, 0.34 means a 34% yield). From a dataset of Reaction yield outcomes from USPTO patents with 853,638 reactions. (1) The reactants are [F:1][C:2]1[CH:3]=[CH:4][C:5]2[N:6]([C:8]([N:11]3[CH2:16][CH2:15][CH:14]([CH:17](O)[CH3:18])[CH2:13][CH2:12]3)=[N:9][N:10]=2)[CH:7]=1.CCN(CC)CC.[CH:27]([Si:30]([O:37]S(C(F)(F)F)(=O)=O)([CH:34]([CH3:36])[CH3:35])[CH:31]([CH3:33])[CH3:32])([CH3:29])[CH3:28]. The catalyst is C(Cl)Cl. The product is [F:1][C:2]1[CH:3]=[CH:4][C:5]2[N:6]([C:8]([N:11]3[CH2:16][CH2:15][CH:14]([CH2:17][CH2:18][O:37][Si:30]([CH:31]([CH3:33])[CH3:32])([CH:34]([CH3:36])[CH3:35])[CH:27]([CH3:28])[CH3:29])[CH2:13][CH2:12]3)=[N:9][N:10]=2)[CH:7]=1. The yield is 0.920. (2) The reactants are [F:1][C:2]1[CH:3]=[C:4]([C:20]2[C:21]([C:26]#[N:27])=[CH:22][CH:23]=[CH:24][CH:25]=2)[CH:5]=[CH:6][C:7]=1[CH2:8][N:9]1[C:14](=[O:15])[CH:13]=[C:12]([CH3:16])[N:11]=[C:10]1[CH2:17][CH2:18][CH3:19].C([O-])(=O)C.[Na+].[Br:33]Br. The catalyst is C(O)(=O)C.C1(C)C=CC=CC=1. The product is [Br:33][C:13]1[C:14](=[O:15])[N:9]([CH2:8][C:7]2[CH:6]=[CH:5][C:4]([C:20]3[C:21]([C:26]#[N:27])=[CH:22][CH:23]=[CH:24][CH:25]=3)=[CH:3][C:2]=2[F:1])[C:10]([CH2:17][CH2:18][CH3:19])=[N:11][C:12]=1[CH3:16]. The yield is 0.380. (3) The reactants are [Br:1][C:2]1[N:7]=[CH:6][C:5]([N:8]2[CH2:15][C@@H:14]3[C@@H:10]([N:11]([C:16]([O:18][C:19]([CH3:22])([CH3:21])[CH3:20])=[O:17])[CH2:12][CH2:13]3)[CH2:9]2)=[CH:4][C:3]=1[CH2:23]OS(C)(=O)=O.[C-:29]#[N:30].[K+]. The catalyst is CN(C)C=O. The product is [Br:1][C:2]1[N:7]=[CH:6][C:5]([N:8]2[CH2:15][C@@H:14]3[C@@H:10]([N:11]([C:16]([O:18][C:19]([CH3:22])([CH3:21])[CH3:20])=[O:17])[CH2:12][CH2:13]3)[CH2:9]2)=[CH:4][C:3]=1[CH2:23][C:29]#[N:30]. The yield is 0.390. (4) The reactants are [Br:1][C:2]1[C:3]([NH2:12])=[CH:4][C:5]2[O:10][CH2:9][CH2:8][O:7][C:6]=2[CH:11]=1.[CH:13](OCC)(OCC)OCC.[CH3:23][C:24]1([CH3:32])[O:29][C:28](=[O:30])[CH2:27][C:26](=[O:31])[O:25]1. The product is [Br:1][C:2]1[C:3]([NH:12][CH:13]=[C:27]2[C:28](=[O:30])[O:29][C:24]([CH3:32])([CH3:23])[O:25][C:26]2=[O:31])=[CH:4][C:5]2[O:10][CH2:9][CH2:8][O:7][C:6]=2[CH:11]=1. The catalyst is C(O)C. The yield is 0.930. (5) The reactants are [N:1]([CH:4]([C:6]1[C:7](O)=[C:8]2[N:13]([C:14]=1[C:15]1[CH:20]=[CH:19][CH:18]=[CH:17][CH:16]=1)[CH:12]=[CH:11][CH:10]=[CH:9]2)[CH3:5])=[N+]=[N-].C1C=CC(P(C2C=CC=CC=2)C2C=CC=CC=2)=CC=1.O. The catalyst is C1COCC1. The product is [C:15]1([C:14]2[N:13]3[C:8]([CH:9]=[CH:10][CH:11]=[CH:12]3)=[CH:7][C:6]=2[CH:4]([NH2:1])[CH3:5])[CH:16]=[CH:17][CH:18]=[CH:19][CH:20]=1. The yield is 0.910. (6) The reactants are [CH3:1][O:2][C:3]1[C:8]([C:9]2[CH:14]=[CH:13][C:12]([O:15][CH3:16])=[CH:11][CH:10]=2)=[CH:7][C:6]([CH2:17][NH:18][CH:19]([C:21]2C3C(=CC=CC=3)N=C[CH:22]=2)C)=[CH:5][CH:4]=1.[C:31]1([C@H](N)CC)[CH:36]=[CH:35][CH:34]=[CH:33][CH:32]=1.COC1C(C2C=CC(OC)=CC=2)=CC(C=O)=CC=1.C([BH3-])#N.[Na+]. No catalyst specified. The product is [C:31]1([C@H:19]([NH:18][CH2:17][C:6]2[CH:5]=[CH:4][C:3]([O:2][CH3:1])=[C:8]([C:9]3[CH:10]=[CH:11][C:12]([O:15][CH3:16])=[CH:13][CH:14]=3)[CH:7]=2)[CH2:21][CH3:22])[CH:36]=[CH:35][CH:34]=[CH:33][CH:32]=1. The yield is 0.520. (7) The catalyst is CN(C)C=O. The reactants are [F:1][C:2](=[C:10]([F:12])[F:11])[CH2:3][CH2:4][CH:5]([C:8]#[N:9])[C:6]#[N:7].[H-].[Na+].[Cl:15][C:16]1[CH:23]=[C:22]([C:24]([F:27])([F:26])[F:25])[CH:21]=[C:20]([Cl:28])[C:17]=1[CH2:18]Br. The product is [Cl:15][C:16]1[CH:23]=[C:22]([C:24]([F:25])([F:26])[F:27])[CH:21]=[C:20]([Cl:28])[C:17]=1[CH2:18][C:5]([CH2:4][CH2:3][C:2]([F:1])=[C:10]([F:11])[F:12])([C:6]#[N:7])[C:8]#[N:9]. The yield is 0.510.